This data is from NCI-60 drug combinations with 297,098 pairs across 59 cell lines. The task is: Regression. Given two drug SMILES strings and cell line genomic features, predict the synergy score measuring deviation from expected non-interaction effect. (1) Drug 1: CC1CCC2CC(C(=CC=CC=CC(CC(C(=O)C(C(C(=CC(C(=O)CC(OC(=O)C3CCCCN3C(=O)C(=O)C1(O2)O)C(C)CC4CCC(C(C4)OC)OCCO)C)C)O)OC)C)C)C)OC. Drug 2: CCN(CC)CCCC(C)NC1=C2C=C(C=CC2=NC3=C1C=CC(=C3)Cl)OC. Cell line: UACC62. Synergy scores: CSS=2.02, Synergy_ZIP=1.44, Synergy_Bliss=4.36, Synergy_Loewe=-0.408, Synergy_HSA=0.938. (2) Drug 1: CC1C(C(CC(O1)OC2CC(CC3=C2C(=C4C(=C3O)C(=O)C5=C(C4=O)C(=CC=C5)OC)O)(C(=O)C)O)N)O.Cl. Drug 2: C1C(C(OC1N2C=NC3=C2NC=NCC3O)CO)O. Cell line: SF-295. Synergy scores: CSS=2.86, Synergy_ZIP=-6.38, Synergy_Bliss=-12.4, Synergy_Loewe=-29.5, Synergy_HSA=-10.6. (3) Drug 1: C1=NC2=C(N=C(N=C2N1C3C(C(C(O3)CO)O)O)F)N. Synergy scores: CSS=38.7, Synergy_ZIP=-1.94, Synergy_Bliss=0.796, Synergy_Loewe=-5.97, Synergy_HSA=2.16. Drug 2: C1=NC2=C(N1)C(=S)N=CN2. Cell line: HL-60(TB).